This data is from Full USPTO retrosynthesis dataset with 1.9M reactions from patents (1976-2016). The task is: Predict the reactants needed to synthesize the given product. (1) The reactants are: [F:1][C:2]1[CH:7]=[CH:6][C:5]([F:8])=[CH:4][C:3]=1[C@@H:9]1[C@@H:14]([NH:15]C(=O)OC(C)(C)C)[CH2:13][C@@H:12]([N:23]2[CH2:30][C:29]3[CH2:28][NH:27][N:26]([S:31]([CH:34]4[CH2:38][CH2:37][CH2:36][CH2:35]4)(=[O:33])=[O:32])[C:25]=3[CH2:24]2)[CH2:11][O:10]1.FC(F)(F)C(O)=O. Given the product [F:1][C:2]1[CH:7]=[CH:6][C:5]([F:8])=[CH:4][C:3]=1[C@@H:9]1[C@@H:14]([NH2:15])[CH2:13][C@@H:12]([N:23]2[CH2:30][C:29]3[CH2:28][NH:27][N:26]([S:31]([CH:34]4[CH2:38][CH2:37][CH2:36][CH2:35]4)(=[O:32])=[O:33])[C:25]=3[CH2:24]2)[CH2:11][O:10]1, predict the reactants needed to synthesize it. (2) Given the product [F:17][C:2]1[C:11]2[C:6](=[CH:7][C:8]([O:13][CH3:14])=[C:9]([F:12])[CH:10]=2)[CH:5]=[C:4]([O:15][CH3:16])[N:3]=1, predict the reactants needed to synthesize it. The reactants are: Cl[C:2]1[C:11]2[C:6](=[CH:7][C:8]([O:13][CH3:14])=[C:9]([F:12])[CH:10]=2)[CH:5]=[C:4]([O:15][CH3:16])[N:3]=1.[F-:17].[Cs+].CS(C)=O. (3) Given the product [CH:1]1([CH:4]([C:6]2[CH:11]=[CH:10][CH:9]=[CH:8][C:7]=2[CH3:12])[NH:5][C:34]([C:31]2[CH:32]=[C:33]3[C:28](=[CH:29][CH:30]=2)[NH:27][N:26]=[C:25]3[C:22]2[CH:23]=[CH:24][C:19]([N:16]3[CH2:17][CH2:18][O:13][CH2:14][CH2:15]3)=[CH:20][CH:21]=2)=[O:35])[CH2:2][CH2:3]1, predict the reactants needed to synthesize it. The reactants are: [CH:1]1([CH:4]([C:6]2[CH:11]=[CH:10][CH:9]=[CH:8][C:7]=2[CH3:12])[NH2:5])[CH2:3][CH2:2]1.[O:13]1[CH2:18][CH2:17][N:16]([C:19]2[CH:24]=[CH:23][C:22]([C:25]3[C:33]4[C:28](=[CH:29][CH:30]=[C:31]([C:34](O)=[O:35])[CH:32]=4)[NH:27][N:26]=3)=[CH:21][CH:20]=2)[CH2:15][CH2:14]1.CN(C(ON1N=NC2C=CC=CC1=2)=[N+](C)C)C.[B-](F)(F)(F)F.CCN(C(C)C)C(C)C. (4) Given the product [C:1]([O:5][C:6](=[O:18])[NH:7][CH2:8][CH2:9][N:10]1[CH:14]=[C:13]([NH2:15])[N:12]=[CH:11]1)([CH3:4])([CH3:2])[CH3:3], predict the reactants needed to synthesize it. The reactants are: [C:1]([O:5][C:6](=[O:18])[NH:7][CH2:8][CH2:9][N:10]1[CH:14]=[C:13]([N+:15]([O-])=O)[N:12]=[CH:11]1)([CH3:4])([CH3:3])[CH3:2]. (5) Given the product [Br:30][CH2:21][C:18]1[CH:19]=[CH:20][C:15]([O:14][CH:1]([C:8]2[CH:13]=[CH:12][CH:11]=[CH:10][CH:9]=2)[C:2]2[CH:7]=[CH:6][CH:5]=[CH:4][CH:3]=2)=[CH:16][CH:17]=1, predict the reactants needed to synthesize it. The reactants are: [CH:1]([O:14][C:15]1[CH:20]=[CH:19][C:18]([CH2:21]O)=[CH:17][CH:16]=1)([C:8]1[CH:13]=[CH:12][CH:11]=[CH:10][CH:9]=1)[C:2]1[CH:7]=[CH:6][CH:5]=[CH:4][CH:3]=1.N1C=CC=CC=1.P(Br)(Br)[Br:30].